This data is from Full USPTO retrosynthesis dataset with 1.9M reactions from patents (1976-2016). The task is: Predict the reactants needed to synthesize the given product. (1) Given the product [CH3:27][S:28]([O:18][CH:17]([C:19]1[CH:24]=[CH:23][C:22]([Cl:25])=[C:21]([F:26])[CH:20]=1)[CH2:16][O:15][Si:8]([C:11]([CH3:14])([CH3:13])[CH3:12])([CH3:10])[CH3:9])(=[O:30])=[O:29], predict the reactants needed to synthesize it. The reactants are: C(N(CC)CC)C.[Si:8]([O:15][CH2:16][CH:17]([C:19]1[CH:24]=[CH:23][C:22]([Cl:25])=[C:21]([F:26])[CH:20]=1)[OH:18])([C:11]([CH3:14])([CH3:13])[CH3:12])([CH3:10])[CH3:9].[CH3:27][S:28](Cl)(=[O:30])=[O:29]. (2) Given the product [C:1]([C:3]1[CH:8]=[CH:7][C:6]([N:9]2[C:13]([C:14]3[C:15](=[O:33])[N:16]([CH3:32])[C:17](=[O:31])[N:18]([C:21]4[CH:26]=[CH:25][CH:24]=[C:23]([C:27]([F:30])([F:29])[F:28])[CH:22]=4)[C:19]=3[CH3:20])=[C:12]([S:34]([NH:37][C:41]([CH2:43][CH3:44])=[O:42])(=[O:36])=[O:35])[CH:11]=[N:10]2)=[CH:5][CH:4]=1)#[N:2], predict the reactants needed to synthesize it. The reactants are: [C:1]([C:3]1[CH:8]=[CH:7][C:6]([N:9]2[C:13]([C:14]3[C:15](=[O:33])[N:16]([CH3:32])[C:17](=[O:31])[N:18]([C:21]4[CH:26]=[CH:25][CH:24]=[C:23]([C:27]([F:30])([F:29])[F:28])[CH:22]=4)[C:19]=3[CH3:20])=[C:12]([S:34]([NH2:37])(=[O:36])=[O:35])[CH:11]=[N:10]2)=[CH:5][CH:4]=1)#[N:2].C(N=[C:41]=[O:42])C.[CH:43](N(C(C)C)CC)(C)[CH3:44].Cl. (3) Given the product [NH2:22][C:21]1[C:16]([NH:15][C:9]2[CH:10]=[CH:11][C:12]([O:13][CH3:14])=[C:7]([O:6][CH:1]3[CH2:2][CH2:3][CH2:4][CH2:5]3)[CH:8]=2)=[N:17][CH:18]=[CH:19][CH:20]=1, predict the reactants needed to synthesize it. The reactants are: [CH:1]1([O:6][C:7]2[CH:8]=[C:9]([NH:15][C:16]3[C:21]([N+:22]([O-])=O)=[CH:20][CH:19]=[CH:18][N:17]=3)[CH:10]=[CH:11][C:12]=2[O:13][CH3:14])[CH2:5][CH2:4][CH2:3][CH2:2]1. (4) Given the product [C:18]([C:22]1[N:26]=[C:25]([N:27]2[CH2:28][CH2:29][CH:30]([N:33]([CH:34]3[CH2:36][CH2:35]3)[C:14]([C:12]3[O:11][N:10]=[C:9]([C:6]4[CH:7]=[CH:8][C:3]([C:1]#[N:2])=[CH:4][C:5]=4[F:17])[CH:13]=3)=[O:16])[CH2:31][CH2:32]2)[O:24][N:23]=1)([CH3:21])([CH3:19])[CH3:20], predict the reactants needed to synthesize it. The reactants are: [C:1]([C:3]1[CH:8]=[CH:7][C:6]([C:9]2[CH:13]=[C:12]([C:14]([OH:16])=O)[O:11][N:10]=2)=[C:5]([F:17])[CH:4]=1)#[N:2].[C:18]([C:22]1[N:26]=[C:25]([N:27]2[CH2:32][CH2:31][CH:30]([NH:33][CH:34]3[CH2:36][CH2:35]3)[CH2:29][CH2:28]2)[O:24][N:23]=1)([CH3:21])([CH3:20])[CH3:19]. (5) Given the product [C:19]([O:21][CH2:22][CH2:23][O:14][C:9]1[CH:10]=[CH:11][CH:12]=[CH:13][C:8]=1[C:7]([F:15])([F:16])[F:6])(=[O:20])[CH3:18], predict the reactants needed to synthesize it. The reactants are: CN(C)C=O.[F:6][C:7]([F:16])([F:15])[C:8]1[CH:13]=[CH:12][CH:11]=[CH:10][C:9]=1[OH:14].Br[CH2:18][C:19]([O:21][CH2:22][CH3:23])=[O:20].C(=O)([O-])[O-].[K+].[K+]. (6) Given the product [Br:1][C:2]1[CH:3]=[C:4]([C:8]2[CH:12]=[CH:11][N:10]([CH:15]([CH3:17])[CH3:16])[N:9]=2)[S:5][C:6]=1[Br:7].[Br:1][C:2]1[CH:3]=[C:4]([C:8]2[N:9]([CH:15]([CH3:17])[CH3:16])[N:10]=[CH:11][CH:12]=2)[S:5][C:6]=1[Br:7], predict the reactants needed to synthesize it. The reactants are: [Br:1][C:2]1[CH:3]=[C:4]([C:8]2[CH:12]=[CH:11][NH:10][N:9]=2)[S:5][C:6]=1[Br:7].[H-].[Na+].[CH:15](I)([CH3:17])[CH3:16].O. (7) The reactants are: [CH3:1][O:2][C:3](=[O:27])[C:4]1[CH:9]=[C:8]([N+:10]([O-])=O)[CH:7]=[C:6]([N:13]([CH2:24][CH:25]=[CH2:26])[C:14]([O:16][CH2:17][C:18]2[CH:23]=[CH:22][CH:21]=[CH:20][CH:19]=2)=[O:15])[CH:5]=1.Cl[Sn]Cl.[C:31](Cl)(=[O:33])[CH3:32]. Given the product [CH3:1][O:2][C:3](=[O:27])[C:4]1[CH:5]=[C:6]([N:13]([CH2:24][CH:25]=[CH2:26])[C:14]([O:16][CH2:17][C:18]2[CH:23]=[CH:22][CH:21]=[CH:20][CH:19]=2)=[O:15])[CH:7]=[C:8]([NH:10][C:31](=[O:33])[CH3:32])[CH:9]=1, predict the reactants needed to synthesize it. (8) Given the product [CH3:12][C:13]1[S:17][C:16]([CH:18]([NH:11][C:1]23[CH2:8][CH:7]4[CH2:6][CH:5]([CH2:4][CH:3]([CH2:9]4)[CH2:2]2)[CH2:10]3)[CH3:19])=[CH:15][CH:14]=1, predict the reactants needed to synthesize it. The reactants are: [C:1]12([NH2:11])[CH2:10][CH:5]3[CH2:6][CH:7]([CH2:9][CH:3]([CH2:4]3)[CH2:2]1)[CH2:8]2.[CH3:12][C:13]1[S:17][C:16]([C:18](=O)[CH3:19])=[CH:15][CH:14]=1.